This data is from NCI-60 drug combinations with 297,098 pairs across 59 cell lines. The task is: Regression. Given two drug SMILES strings and cell line genomic features, predict the synergy score measuring deviation from expected non-interaction effect. (1) Drug 2: CN(CC1=CN=C2C(=N1)C(=NC(=N2)N)N)C3=CC=C(C=C3)C(=O)NC(CCC(=O)O)C(=O)O. Synergy scores: CSS=44.4, Synergy_ZIP=3.26, Synergy_Bliss=1.34, Synergy_Loewe=-18.5, Synergy_HSA=-1.48. Cell line: HCT-15. Drug 1: C1CCN(CC1)CCOC2=CC=C(C=C2)C(=O)C3=C(SC4=C3C=CC(=C4)O)C5=CC=C(C=C5)O. (2) Drug 1: C1=NC2=C(N1)C(=S)N=C(N2)N. Drug 2: C1CC(C1)(C(=O)O)C(=O)O.[NH2-].[NH2-].[Pt+2]. Cell line: DU-145. Synergy scores: CSS=41.1, Synergy_ZIP=-4.58, Synergy_Bliss=-7.39, Synergy_Loewe=-5.38, Synergy_HSA=-4.25. (3) Drug 1: CN1CCC(CC1)COC2=C(C=C3C(=C2)N=CN=C3NC4=C(C=C(C=C4)Br)F)OC. Drug 2: C1=NC2=C(N=C(N=C2N1C3C(C(C(O3)CO)O)O)F)N. Cell line: OVCAR-4. Synergy scores: CSS=7.60, Synergy_ZIP=-2.59, Synergy_Bliss=-1.07, Synergy_Loewe=-4.97, Synergy_HSA=-1.85. (4) Drug 1: COC1=C(C=C2C(=C1)N=CN=C2NC3=CC(=C(C=C3)F)Cl)OCCCN4CCOCC4. Drug 2: CC12CCC3C(C1CCC2O)C(CC4=C3C=CC(=C4)O)CCCCCCCCCS(=O)CCCC(C(F)(F)F)(F)F. Cell line: CCRF-CEM. Synergy scores: CSS=13.2, Synergy_ZIP=-4.26, Synergy_Bliss=1.56, Synergy_Loewe=3.77, Synergy_HSA=3.85.